Task: Predict the reactants needed to synthesize the given product.. Dataset: Full USPTO retrosynthesis dataset with 1.9M reactions from patents (1976-2016) Given the product [C:8]([O:11][CH2:12][CH2:13][C:14]1[CH:15]=[C:16]2[C:20](=[CH:21][CH:22]=1)[NH:19][CH:18]=[C:17]2[C:30](=[O:31])[CH:41]([NH:40][C:36]1[CH:37]=[N:38][CH:39]=[C:34]([O:33][CH3:32])[CH:35]=1)[C:42]1[CH:50]=[C:45]2[CH:46]=[CH:47][CH:48]=[CH:49][N:44]2[N:43]=1)(=[O:10])[CH3:9], predict the reactants needed to synthesize it. The reactants are: C(N(CC)CC)C.[C:8]([O:11][CH2:12][CH2:13][C:14]1[CH:15]=[C:16]2[C:20](=[CH:21][CH:22]=1)[N:19](C(OC(C)(C)C)=O)[CH:18]=[C:17]2[CH:30]=[O:31])(=[O:10])[CH3:9].[CH3:32][O:33][C:34]1[CH:35]=[C:36]([N:40]=[CH:41][C:42]2[CH:50]=[C:45]3[CH:46]=[CH:47][CH:48]=[CH:49][N:44]3[N:43]=2)[CH:37]=[N:38][CH:39]=1.